The task is: Predict which catalyst facilitates the given reaction.. This data is from Catalyst prediction with 721,799 reactions and 888 catalyst types from USPTO. (1) Reactant: [Cl:1][C:2]1[CH:7]=[CH:6][CH:5]=[CH:4][C:3]=1[C:8]1[C:9]([C:20]([NH2:22])=O)=[N:10][N:11]([C:13]2[CH:18]=[CH:17][N:16]=[C:15]([Cl:19])[CH:14]=2)[CH:12]=1.C[N:24]([CH:26](OC)OC)C.O.[NH2:32]N. Product: [Cl:19][C:15]1[CH:14]=[C:13]([N:11]2[CH:12]=[C:8]([C:3]3[CH:4]=[CH:5][CH:6]=[CH:7][C:2]=3[Cl:1])[C:9]([C:20]3[N:22]=[CH:26][NH:24][N:32]=3)=[N:10]2)[CH:18]=[CH:17][N:16]=1. The catalyst class is: 11. (2) Reactant: C[O-].[Na+].[Cl:4][C:5]1[CH:6]=[CH:7][C:8]([C:11]2[N:15]([C:16]3[CH:17]=[N:18][CH:19]=[CH:20][CH:21]=3)[N:14]=[C:13]([C:22]([O:24]CC)=[O:23])[CH:12]=2)=[N:9][CH:10]=1.Cl.C(Cl)(Cl)Cl. Product: [Cl:4][C:5]1[CH:6]=[CH:7][C:8]([C:11]2[N:15]([C:16]3[CH:17]=[N:18][CH:19]=[CH:20][CH:21]=3)[N:14]=[C:13]([C:22]([OH:24])=[O:23])[CH:12]=2)=[N:9][CH:10]=1. The catalyst class is: 5. (3) Reactant: C([O:3][C:4](=O)[CH2:5][NH:6][C:7]1[CH:12]=[CH:11][C:10]([F:13])=[C:9]([Cl:14])[CH:8]=1)C.[OH-].[Na+]. Product: [OH:3][CH2:4][CH2:5][NH:6][C:7]1[CH:12]=[CH:11][C:10]([F:13])=[C:9]([Cl:14])[CH:8]=1. The catalyst class is: 1. (4) The catalyst class is: 121. Product: [NH2:27][C:28](=[O:32])[CH2:29][CH2:30][NH:31][C:11]([C:10]1[CH:9]=[N:8][N:7]2[C:2]([CH3:1])=[C:3]([CH2:14][C:15]3[CH:20]=[CH:19][CH:18]=[C:17]([O:21][C:22]([F:23])([F:24])[F:25])[CH:16]=3)[CH:4]=[N:5][C:6]=12)=[O:12]. Reactant: [CH3:1][C:2]1[N:7]2[N:8]=[CH:9][C:10]([C:11](O)=[O:12])=[C:6]2[N:5]=[CH:4][C:3]=1[CH2:14][C:15]1[CH:20]=[CH:19][CH:18]=[C:17]([O:21][C:22]([F:25])([F:24])[F:23])[CH:16]=1.[Cl-].[NH2:27][C:28](=[O:32])[CH2:29][CH2:30][NH3+:31].CN(C(ON1N=NC2C=CC=CC1=2)=[N+](C)C)C.[B-](F)(F)(F)F.C(N(CC)C(C)C)(C)C. (5) Reactant: [C:1]([O:7][CH2:8][N:9]1[C:13]2[N:14]=[N:15][CH:16]=[C:17]([C:18]3[CH:19]=[N:20][N:21]([C@@H:23]([CH:27]4[CH2:31][CH2:30][CH2:29][CH2:28]4)[CH2:24][CH:25]=[O:26])[CH:22]=3)[C:12]=2[CH:11]=[CH:10]1)(=[O:6])[C:2]([CH3:5])([CH3:4])[CH3:3].[BH4-].[Na+].CO. Product: [C:1]([O:7][CH2:8][N:9]1[C:13]2[N:14]=[N:15][CH:16]=[C:17]([C:18]3[CH:19]=[N:20][N:21]([C@@H:23]([CH:27]4[CH2:31][CH2:30][CH2:29][CH2:28]4)[CH2:24][CH2:25][OH:26])[CH:22]=3)[C:12]=2[CH:11]=[CH:10]1)(=[O:6])[C:2]([CH3:4])([CH3:5])[CH3:3]. The catalyst class is: 1. (6) Reactant: Cl[C:2]1[S:6][N:5]=[C:4]([S:7][CH3:8])[N:3]=1.[Cl:9][C:10]1[CH:17]=[CH:16][C:13]([CH2:14][OH:15])=[CH:12][CH:11]=1.[H-].[Na+].[Cl-].[Na+]. Product: [Cl:9][C:10]1[CH:17]=[CH:16][C:13]([CH2:14][O:15][C:2]2[S:6][N:5]=[C:4]([S:7][CH3:8])[N:3]=2)=[CH:12][CH:11]=1. The catalyst class is: 9. (7) Reactant: [NH2:1][CH:2]1[CH2:7][CH2:6][N:5]([CH2:8][C:9]2[CH:14]=[CH:13][CH:12]=[CH:11][CH:10]=2)[CH2:4][CH2:3]1.C(N(CC)CC)C.[C:22](O[C:22]([O:24][C:25]([CH3:28])([CH3:27])[CH3:26])=[O:23])([O:24][C:25]([CH3:28])([CH3:27])[CH3:26])=[O:23].O. Product: [CH2:8]([N:5]1[CH2:6][CH2:7][CH:2]([NH:1][C:22]([O:24][C:25]([CH3:28])([CH3:27])[CH3:26])=[O:23])[CH2:3][CH2:4]1)[C:9]1[CH:14]=[CH:13][CH:12]=[CH:11][CH:10]=1. The catalyst class is: 9.